From a dataset of Forward reaction prediction with 1.9M reactions from USPTO patents (1976-2016). Predict the product of the given reaction. (1) Given the reactants C(Cl)(=O)C(Cl)=O.[Cl:7][C:8]1[N:9]=[CH:10][C:11]([C:14]([OH:16])=O)=[N:12][CH:13]=1.[NH:17]1[CH2:20][CH2:19][CH2:18]1.C(N(CC)CC)C, predict the reaction product. The product is: [N:17]1([C:14]([C:11]2[CH:10]=[N:9][C:8]([Cl:7])=[CH:13][N:12]=2)=[O:16])[CH2:20][CH2:19][CH2:18]1. (2) Given the reactants [NH:1]1[C:5]([C:6]2[CH:7]=[C:8]3[C:12](=[CH:13][CH:14]=2)[NH:11][N:10]=[C:9]3[C:15]2[CH:16]=[C:17]([CH:32]=[CH:33][CH:34]=2)[O:18][CH2:19][CH2:20][NH:21]C(OCC2C=CC=CC=2)=O)=[N:4][CH:3]=[N:2]1.C(O)=O, predict the reaction product. The product is: [NH:1]1[C:5]([C:6]2[CH:7]=[C:8]3[C:12](=[CH:13][CH:14]=2)[NH:11][N:10]=[C:9]3[C:15]2[CH:16]=[C:17]([CH:32]=[CH:33][CH:34]=2)[O:18][CH2:19][CH2:20][NH2:21])=[N:4][CH:3]=[N:2]1.